Dataset: Forward reaction prediction with 1.9M reactions from USPTO patents (1976-2016). Task: Predict the product of the given reaction. (1) Given the reactants [CH2:1]([C:3]1[CH:8]=[CH:7][CH:6]=[CH:5][C:4]=1[N:9]1[CH2:14][CH2:13][O:12][C:11]2[CH:15]=[C:16]([S:19]([N:22](CC3C=CC(OC)=CC=3)[C:23]3[S:24][CH:25]=[CH:26][N:27]=3)(=[O:21])=[O:20])[CH:17]=[CH:18][C:10]1=2)[CH3:2].C(O)(C(F)(F)F)=O, predict the reaction product. The product is: [CH2:1]([C:3]1[CH:8]=[CH:7][CH:6]=[CH:5][C:4]=1[N:9]1[CH2:14][CH2:13][O:12][C:11]2[CH:15]=[C:16]([S:19]([NH:22][C:23]3[S:24][CH:25]=[CH:26][N:27]=3)(=[O:21])=[O:20])[CH:17]=[CH:18][C:10]1=2)[CH3:2]. (2) Given the reactants [CH3:1][CH:2]([CH3:23])[CH2:3][CH2:4][NH:5][C:6](=[O:22])[C:7]1[CH:12]=[C:11]([O:13][CH2:14][C:15]#[CH:16])[CH:10]=[CH:9][C:8]=1[O:17][CH2:18][CH:19]1[CH2:21][O:20]1.[F:24][C:25]([F:38])([F:37])[C:26]1([C:29]2[CH:36]=[CH:35][C:32]([CH2:33][NH2:34])=[CH:31][CH:30]=2)[N:28]=[N:27]1, predict the reaction product. The product is: [OH:20][CH:19]([CH2:21][NH:34][CH2:33][C:32]1[CH:35]=[CH:36][C:29]([C:26]2([C:25]([F:38])([F:37])[F:24])[N:28]=[N:27]2)=[CH:30][CH:31]=1)[CH2:18][O:17][C:8]1[CH:9]=[CH:10][C:11]([O:13][CH2:14][C:15]#[CH:16])=[CH:12][C:7]=1[C:6]([NH:5][CH2:4][CH2:3][CH:2]([CH3:23])[CH3:1])=[O:22]. (3) Given the reactants CCN=C=NCCCN(C)C.[CH3:12][N:13]1[C:21]2[C:16](=[CH:17][CH:18]=[CH:19][CH:20]=2)[CH:15]=[C:14]1[C:22]([OH:24])=O.[NH2:25][C@H:26]([C:30]([NH:32][CH:33]([CH:42]([OH:45])[CH2:43][F:44])[CH2:34][C:35]([O:37][C:38]([CH3:41])([CH3:40])[CH3:39])=[O:36])=[O:31])[CH:27]([CH3:29])[CH3:28], predict the reaction product. The product is: [C:38]([O:37][C:35](=[O:36])[CH2:34][CH:33]([NH:32][C:30](=[O:31])[C@H:26]([CH:27]([CH3:28])[CH3:29])[NH:25][C:22]([C:14]1[N:13]([CH3:12])[C:21]2[C:16]([CH:15]=1)=[CH:17][CH:18]=[CH:19][CH:20]=2)=[O:24])[CH:42]([OH:45])[CH2:43][F:44])([CH3:40])([CH3:39])[CH3:41].